Dataset: Forward reaction prediction with 1.9M reactions from USPTO patents (1976-2016). Task: Predict the product of the given reaction. Given the reactants [NH2:1][CH2:2][CH:3]1[CH2:8][CH2:7][CH2:6][CH2:5][CH2:4]1.[F:9][C:10]([F:36])([F:35])[C:11]1[CH:16]=[CH:15][C:14]([C:17]2[C:18]([C:23]([NH:25][C:26]3[CH:27]=[C:28]([C:32](O)=[O:33])[N:29]([CH3:31])[CH:30]=3)=[O:24])=[CH:19][CH:20]=[CH:21][CH:22]=2)=[CH:13][CH:12]=1.CN(C(ON1N=NC2C=CC=CC1=2)=[N+](C)C)C.[B-](F)(F)(F)F.C(N(CC)CC)C, predict the reaction product. The product is: [CH:3]1([CH2:2][NH:1][C:32]([C:28]2[N:29]([CH3:31])[CH:30]=[C:26]([NH:25][C:23]([C:18]3[C:17]([C:14]4[CH:13]=[CH:12][C:11]([C:10]([F:36])([F:9])[F:35])=[CH:16][CH:15]=4)=[CH:22][CH:21]=[CH:20][CH:19]=3)=[O:24])[CH:27]=2)=[O:33])[CH2:8][CH2:7][CH2:6][CH2:5][CH2:4]1.